Predict the product of the given reaction. From a dataset of Forward reaction prediction with 1.9M reactions from USPTO patents (1976-2016). (1) Given the reactants [F:1][C:2]([F:18])([F:17])[C:3]1[O:7][N:6]=[C:5]([C:8]2[S:12][C:11]([C:13]([OH:15])=O)=[CH:10][CH:9]=2)[C:4]=1[CH3:16].[ClH:19].Cl.Cl.[CH3:22][N:23]1[CH2:28][CH2:27][N:26]([CH:29]2[CH2:34][CH2:33][CH2:32][NH:31][CH2:30]2)[CH2:25][CH2:24]1.N1CCCCC1, predict the reaction product. The product is: [ClH:19].[CH3:22][N:23]1[CH2:28][CH2:27][N:26]([CH:29]2[CH2:34][CH2:33][CH2:32][N:31]([C:13]([C:11]3[S:12][C:8]([C:5]4[C:4]([CH3:16])=[C:3]([C:2]([F:1])([F:18])[F:17])[O:7][N:6]=4)=[CH:9][CH:10]=3)=[O:15])[CH2:30]2)[CH2:25][CH2:24]1. (2) Given the reactants Br[CH2:2][C:3]([C:5]1[C:10]([F:11])=[CH:9][CH:8]=[CH:7][N:6]=1)=O.[NH2:12][C:13]([NH2:15])=[S:14], predict the reaction product. The product is: [F:11][C:10]1[C:5]([C:3]2[N:12]=[C:13]([NH2:15])[S:14][CH:2]=2)=[N:6][CH:7]=[CH:8][CH:9]=1. (3) Given the reactants [Cl:1][C:2]1[CH:3]=[C:4]([C:8]2[C:17]3[C:12](=[CH:13][CH:14]=[C:15]([C:18]([C:26]4[CH:31]=[CH:30][C:29]([Cl:32])=[CH:28][CH:27]=4)([C:20]4[N:24]([CH3:25])[CH:23]=[N:22][CH:21]=4)O)[CH:16]=3)[N:11]3[N:33]=[N:34][N:35]=[C:10]3[N:9]=2)[CH:5]=[CH:6][CH:7]=1.S(=[N:39]C(N)=O)(=O)=O, predict the reaction product. The product is: [Cl:1][C:2]1[CH:3]=[C:4]([C:8]2[C:17]3[C:12](=[CH:13][CH:14]=[C:15]([C:18]([C:26]4[CH:31]=[CH:30][C:29]([Cl:32])=[CH:28][CH:27]=4)([C:20]4[N:24]([CH3:25])[CH:23]=[N:22][CH:21]=4)[NH2:39])[CH:16]=3)[N:11]3[N:33]=[N:34][N:35]=[C:10]3[N:9]=2)[CH:5]=[CH:6][CH:7]=1. (4) The product is: [CH2:7]([N:14]1[CH:18]=[C:17]([C:19]2[C:27]3[C:22](=[N:23][CH:24]=[CH:25][CH:26]=3)[NH:21][CH:20]=2)[N:16]=[N:15]1)[C:8]1[CH:13]=[CH:12][CH:11]=[CH:10][CH:9]=1. Given the reactants C(=O)([O-])[O-].[K+].[K+].[CH2:7]([N:14]1[CH:18]=[C:17]([C:19]2[C:27]3[C:22](=[N:23][CH:24]=[CH:25][CH:26]=3)[N:21](C(OC(C)(C)C)=O)[CH:20]=2)[N:16]=[N:15]1)[C:8]1[CH:13]=[CH:12][CH:11]=[CH:10][CH:9]=1, predict the reaction product. (5) Given the reactants [Li+].C[Si]([N-][Si](C)(C)C)(C)C.[CH3:11][O:12][CH:13]([O:29][CH3:30])[C:14]1[N:15]=[CH:16][O:17][C:18]=1[C:19]1[CH:24]=[CH:23][C:22]([C:25]([F:28])([F:27])[F:26])=[CH:21][CH:20]=1.[Cl:31]C(Cl)(Cl)C(Cl)(Cl)Cl, predict the reaction product. The product is: [Cl:31][C:16]1[O:17][C:18]([C:19]2[CH:20]=[CH:21][C:22]([C:25]([F:28])([F:27])[F:26])=[CH:23][CH:24]=2)=[C:14]([CH:13]([O:12][CH3:11])[O:29][CH3:30])[N:15]=1.